This data is from Reaction yield outcomes from USPTO patents with 853,638 reactions. The task is: Predict the reaction yield, written as a fraction of the theoretical maximum amount of product (1.0 means a 100% yield; for example, 0.34 means a 34% yield). The reactants are [CH2:1]([O:8][C:9](=[O:22])[NH:10][C@H:11]([C:15](=[O:21])[NH:16][CH2:17][CH2:18][CH:19]=O)[C@@H:12]([OH:14])[CH3:13])[C:2]1[CH:7]=[CH:6][CH:5]=[CH:4][CH:3]=1.[NH2:23][C@H:24]([C@@H:30]([OH:52])[C@H:31]1[C@@H:35]([O:36][C:37](=[O:39])[CH3:38])[C@@H:34]([O:40][C:41](=[O:43])[CH3:42])[C@H:33]([N:44]2[CH:49]=[CH:48][C:47](=[O:50])[NH:46][C:45]2=[O:51])[O:32]1)[C:25]([O:27][CH2:28][CH3:29])=[O:26].N[C@H]([C@@H](O)[C@H]1[C@@H](OC(=O)C)[C@@H](OC(=O)C)[C@@H](N2C=CC(=O)NC2=O)O1)C(OCC)=O.C(O[BH-](OC(=O)C)OC(=O)C)(=O)C.[Na+]. The catalyst is O1CCCC1.C(O)(=O)C. The product is [C:37]([O:36][C@H:35]1[C@@H:34]([O:40][C:41](=[O:43])[CH3:42])[C@@H:33]([N:44]2[CH:49]=[CH:48][C:47](=[O:50])[NH:46][C:45]2=[O:51])[O:32][C@@H:31]1[C@H:30]([OH:52])[CH:24]([C:25]([O:27][CH2:28][CH3:29])=[O:26])[NH:23][CH2:19][CH2:18][CH2:17][NH:16][C:15](=[O:21])[C@H:11]([C@@H:12]([OH:14])[CH3:13])[NH:10][C:9](=[O:22])[O:8][CH2:1][C:2]1[CH:7]=[CH:6][CH:5]=[CH:4][CH:3]=1)(=[O:39])[CH3:38]. The yield is 0.460.